This data is from Reaction yield outcomes from USPTO patents with 853,638 reactions. The task is: Predict the reaction yield, written as a fraction of the theoretical maximum amount of product (1.0 means a 100% yield; for example, 0.34 means a 34% yield). (1) The reactants are CS(O[CH2:6][CH2:7][O:8][CH2:9][CH2:10][O:11][CH2:12][CH2:13][O:14][CH2:15][C:16]1[CH:21]=[CH:20][C:19]([O:22][CH3:23])=[CH:18][CH:17]=1)(=O)=O.[N-:24]=[N+:25]=[N-:26].[Na+]. The catalyst is CN(C=O)C.O. The product is [N:24]([CH2:6][CH2:7][O:8][CH2:9][CH2:10][O:11][CH2:12][CH2:13][O:14][CH2:15][C:16]1[CH:21]=[CH:20][C:19]([O:22][CH3:23])=[CH:18][CH:17]=1)=[N+:25]=[N-:26]. The yield is 0.950. (2) The reactants are [CH2:1]([O:3][C:4]([C:6]1[CH2:10][CH2:9][CH2:8][C:7]=1[C:11]1[C:19]2[C:14](=[CH:15][CH:16]=[C:17]([C:20]#[N:21])[CH:18]=2)[N:13](S(C2C=CC(C)=CC=2)(=O)=O)[CH:12]=1)=[O:5])[CH3:2].[OH-].[Na+]. The catalyst is C1COCC1. The product is [CH2:1]([O:3][C:4]([C:6]1[CH2:10][CH2:9][CH2:8][C:7]=1[C:11]1[C:19]2[C:14](=[CH:15][CH:16]=[C:17]([C:20]#[N:21])[CH:18]=2)[NH:13][CH:12]=1)=[O:5])[CH3:2]. The yield is 0.940.